From a dataset of NCI-60 drug combinations with 297,098 pairs across 59 cell lines. Regression. Given two drug SMILES strings and cell line genomic features, predict the synergy score measuring deviation from expected non-interaction effect. Drug 1: CCN(CC)CCNC(=O)C1=C(NC(=C1C)C=C2C3=C(C=CC(=C3)F)NC2=O)C. Drug 2: C1=CN(C=N1)CC(O)(P(=O)(O)O)P(=O)(O)O. Cell line: TK-10. Synergy scores: CSS=-2.42, Synergy_ZIP=-1.42, Synergy_Bliss=-3.93, Synergy_Loewe=-4.61, Synergy_HSA=-4.10.